From a dataset of NCI-60 drug combinations with 297,098 pairs across 59 cell lines. Regression. Given two drug SMILES strings and cell line genomic features, predict the synergy score measuring deviation from expected non-interaction effect. (1) Drug 1: C1=C(C(=O)NC(=O)N1)F. Synergy scores: CSS=57.6, Synergy_ZIP=-1.57, Synergy_Bliss=-0.900, Synergy_Loewe=-5.73, Synergy_HSA=1.48. Drug 2: C1=CC(=CC=C1CC(C(=O)O)N)N(CCCl)CCCl.Cl. Cell line: HCT116. (2) Drug 1: CNC(=O)C1=CC=CC=C1SC2=CC3=C(C=C2)C(=NN3)C=CC4=CC=CC=N4. Drug 2: CCC1(C2=C(COC1=O)C(=O)N3CC4=CC5=C(C=CC(=C5CN(C)C)O)N=C4C3=C2)O.Cl. Cell line: T-47D. Synergy scores: CSS=18.4, Synergy_ZIP=-6.98, Synergy_Bliss=-1.28, Synergy_Loewe=-16.9, Synergy_HSA=-3.03. (3) Drug 1: CCC1(CC2CC(C3=C(CCN(C2)C1)C4=CC=CC=C4N3)(C5=C(C=C6C(=C5)C78CCN9C7C(C=CC9)(C(C(C8N6C=O)(C(=O)OC)O)OC(=O)C)CC)OC)C(=O)OC)O.OS(=O)(=O)O. Drug 2: C1=NNC2=C1C(=O)NC=N2. Cell line: SR. Synergy scores: CSS=1.61, Synergy_ZIP=-0.285, Synergy_Bliss=0.0626, Synergy_Loewe=-6.80, Synergy_HSA=-2.14. (4) Drug 1: CS(=O)(=O)CCNCC1=CC=C(O1)C2=CC3=C(C=C2)N=CN=C3NC4=CC(=C(C=C4)OCC5=CC(=CC=C5)F)Cl. Drug 2: CC1CC(C(C(C=C(C(C(C=CC=C(C(=O)NC2=CC(=O)C(=C(C1)C2=O)OC)C)OC)OC(=O)N)C)C)O)OC. Cell line: HT29. Synergy scores: CSS=77.8, Synergy_ZIP=3.49, Synergy_Bliss=2.06, Synergy_Loewe=0.811, Synergy_HSA=4.69. (5) Drug 1: C1=CC(=CC=C1CCCC(=O)O)N(CCCl)CCCl. Drug 2: CS(=O)(=O)CCNCC1=CC=C(O1)C2=CC3=C(C=C2)N=CN=C3NC4=CC(=C(C=C4)OCC5=CC(=CC=C5)F)Cl. Cell line: SNB-19. Synergy scores: CSS=10.1, Synergy_ZIP=3.10, Synergy_Bliss=2.90, Synergy_Loewe=1.68, Synergy_HSA=2.65. (6) Drug 1: COC1=C(C=C2C(=C1)N=CN=C2NC3=CC(=C(C=C3)F)Cl)OCCCN4CCOCC4. Drug 2: CC(C)(C#N)C1=CC(=CC(=C1)CN2C=NC=N2)C(C)(C)C#N. Cell line: UACC-257. Synergy scores: CSS=13.6, Synergy_ZIP=-3.20, Synergy_Bliss=2.38, Synergy_Loewe=3.25, Synergy_HSA=2.40.